Dataset: NCI-60 drug combinations with 297,098 pairs across 59 cell lines. Task: Regression. Given two drug SMILES strings and cell line genomic features, predict the synergy score measuring deviation from expected non-interaction effect. (1) Drug 1: CC12CCC(CC1=CCC3C2CCC4(C3CC=C4C5=CN=CC=C5)C)O. Drug 2: CC1C(C(CC(O1)OC2CC(CC3=C2C(=C4C(=C3O)C(=O)C5=CC=CC=C5C4=O)O)(C(=O)C)O)N)O. Cell line: K-562. Synergy scores: CSS=36.6, Synergy_ZIP=-3.85, Synergy_Bliss=-1.97, Synergy_Loewe=-9.51, Synergy_HSA=-0.514. (2) Drug 1: CC1=C2C(C(=O)C3(C(CC4C(C3C(C(C2(C)C)(CC1OC(=O)C(C(C5=CC=CC=C5)NC(=O)C6=CC=CC=C6)O)O)OC(=O)C7=CC=CC=C7)(CO4)OC(=O)C)O)C)OC(=O)C. Drug 2: CC1CCC2CC(C(=CC=CC=CC(CC(C(=O)C(C(C(=CC(C(=O)CC(OC(=O)C3CCCCN3C(=O)C(=O)C1(O2)O)C(C)CC4CCC(C(C4)OC)OP(=O)(C)C)C)C)O)OC)C)C)C)OC. Cell line: UACC62. Synergy scores: CSS=44.5, Synergy_ZIP=-4.18, Synergy_Bliss=-4.68, Synergy_Loewe=0.127, Synergy_HSA=2.30.